The task is: Predict the reactants needed to synthesize the given product.. This data is from Full USPTO retrosynthesis dataset with 1.9M reactions from patents (1976-2016). Given the product [Br:1][C:2]1[N:6]2[CH:7]=[CH:8][CH:9]=[CH:10][C:5]2=[C:4]([CH2:11][N:18]2[CH2:19][CH2:20][C:15]([F:21])([F:14])[CH2:16][CH2:17]2)[N:3]=1, predict the reactants needed to synthesize it. The reactants are: [Br:1][C:2]1[N:6]2[CH:7]=[CH:8][CH:9]=[CH:10][C:5]2=[C:4]([CH:11]=O)[N:3]=1.Cl.[F:14][C:15]1([F:21])[CH2:20][CH2:19][NH:18][CH2:17][CH2:16]1.C(O[BH-](OC(=O)C)OC(=O)C)(=O)C.[Na+].C([O-])(O)=O.[Na+].